From a dataset of Full USPTO retrosynthesis dataset with 1.9M reactions from patents (1976-2016). Predict the reactants needed to synthesize the given product. (1) Given the product [Cl:20][C:21]1[CH:56]=[CH:55][C:24]([CH2:25][N:26]2[CH2:27][CH2:28][CH:29]([N:32]([CH2:40][C@@:41]([OH:54])([CH3:53])[CH2:42][O:43][C:44]3[CH:49]=[C:48]([F:50])[CH:47]=[CH:46][C:45]=3[CH2:51][Cl:57])[C:33](=[O:39])[O:34][C:35]([CH3:38])([CH3:36])[CH3:37])[CH2:30][CH2:31]2)=[CH:23][CH:22]=1, predict the reactants needed to synthesize it. The reactants are: C1(P(C2C=CC=CC=2)C2C=CC=CC=2)C=CC=CC=1.[Cl:20][C:21]1[CH:56]=[CH:55][C:24]([CH2:25][N:26]2[CH2:31][CH2:30][CH:29]([N:32]([CH2:40][C@@:41]([OH:54])([CH3:53])[CH2:42][O:43][C:44]3[CH:49]=[C:48]([F:50])[CH:47]=[CH:46][C:45]=3[CH2:51]O)[C:33](=[O:39])[O:34][C:35]([CH3:38])([CH3:37])[CH3:36])[CH2:28][CH2:27]2)=[CH:23][CH:22]=1.[Cl:57]C(Cl)(Cl)Cl. (2) Given the product [C:1]([O:5][C:6]([N:8]1[C:16]2[C:11](=[C:12]([C:18]#[C:19][C:20]([C:22]3[N:23]([C:27]([O:29][C:30]([CH3:31])([CH3:33])[CH3:32])=[O:28])[CH:24]=[CH:25][CH:26]=3)=[O:21])[C:13]([F:17])=[CH:14][CH:15]=2)[CH:10]=[C:9]1[O:34][C:35]([O:37][C:38]([CH3:41])([CH3:40])[CH3:39])=[O:36])=[O:7])([CH3:2])([CH3:3])[CH3:4], predict the reactants needed to synthesize it. The reactants are: [C:1]([O:5][C:6]([N:8]1[C:16]2[C:11](=[C:12]([C:18]#[C:19][CH:20]([C:22]3[N:23]([C:27]([O:29][C:30]([CH3:33])([CH3:32])[CH3:31])=[O:28])[CH:24]=[CH:25][CH:26]=3)[OH:21])[C:13]([F:17])=[CH:14][CH:15]=2)[CH:10]=[C:9]1[O:34][C:35]([O:37][C:38]([CH3:41])([CH3:40])[CH3:39])=[O:36])=[O:7])([CH3:4])([CH3:3])[CH3:2]. (3) Given the product [Cl:18][C:19]1[N:20]=[C:21]([N:24]2[CH2:25][CH2:26][O:27][CH2:28][CH2:29]2)[S:22][C:23]=1[C:14]1[C:13]([CH3:16])=[N:12][N:11]2[C:6]([CH:3]([CH2:4][CH3:5])[CH2:1][CH3:2])=[CH:7][C:8]([CH3:17])=[N:9][C:10]=12, predict the reactants needed to synthesize it. The reactants are: [CH2:1]([CH:3]([C:6]1[N:11]2[N:12]=[C:13]([CH3:16])[C:14](I)=[C:10]2[N:9]=[C:8]([CH3:17])[CH:7]=1)[CH2:4][CH3:5])[CH3:2].[Cl:18][C:19]1[N:20]=[C:21]([N:24]2[CH2:29][CH2:28][O:27][CH2:26][CH2:25]2)[S:22][CH:23]=1.C(=O)([O-])[O-].[Cs+].[Cs+].C1(P(C2C=CC=CC=2)C2C=CC=CC=2)C=CC=CC=1. (4) The reactants are: Cl[C:2]1[CH:3]=[C:4]([C:9]2[N:13]3[CH:14]=[CH:15][C:16]([C:19]([OH:22])([CH3:21])[CH3:20])=[C:17]([F:18])[C:12]3=[N:11][CH:10]=2)[CH:5]=[CH:6][C:7]=1[F:8].[Cl:23][C:24]1[CH:25]=[C:26](B(O)O)[CH:27]=[CH:28][C:29]=1[Cl:30]. Given the product [Cl:23][C:24]1[CH:25]=[C:26]([C:2]2[CH:3]=[C:4]([C:9]3[N:13]4[CH:14]=[CH:15][C:16]([C:19]([OH:22])([CH3:21])[CH3:20])=[C:17]([F:18])[C:12]4=[N:11][CH:10]=3)[CH:5]=[CH:6][C:7]=2[F:8])[CH:27]=[CH:28][C:29]=1[Cl:30], predict the reactants needed to synthesize it. (5) Given the product [Br:8][C:5]1[CH:4]=[C:3]2[C:2](=[CH:7][CH:6]=1)[N:1]=[C:20]([CH:18]([CH3:19])[CH3:17])[C:21]([C:22](=[O:26])[CH:23]([CH3:25])[CH3:24])=[C:9]2[C:11]1[CH:16]=[CH:15][CH:14]=[CH:13][CH:12]=1, predict the reactants needed to synthesize it. The reactants are: [NH2:1][C:2]1[CH:7]=[CH:6][C:5]([Br:8])=[CH:4][C:3]=1[C:9]([C:11]1[CH:16]=[CH:15][CH:14]=[CH:13][CH:12]=1)=O.[CH3:17][CH:18]([C:20](=O)[CH2:21][C:22](=[O:26])[CH:23]([CH3:25])[CH3:24])[CH3:19]. (6) Given the product [NH2:8][CH2:7][C:6]1[CH:5]=[C:4]([NH:3][CH:1]=[O:2])[CH:21]=[CH:20][CH:19]=1, predict the reactants needed to synthesize it. The reactants are: [CH:1]([NH:3][C:4]1[CH:5]=[C:6]([CH:19]=[CH:20][CH:21]=1)[CH2:7][NH:8]C(=O)OCC1C=CC=CC=1)=[O:2].[H][H]. (7) Given the product [O:45]1[C:44]2[CH:49]=[CH:50][C:41]([CH2:40][NH:11][CH:12]3[CH2:13][CH2:14][N:15]([CH2:18][CH2:19][N:20]4[C:29]5[C:24](=[C:25](/[CH:32]=[CH:33]/[C:34]([O:36][CH2:37][CH3:38])=[O:35])[CH:26]=[C:27]([O:30][CH3:31])[CH:28]=5)[CH:23]=[CH:22][C:21]4=[O:39])[CH2:16][CH2:17]3)=[CH:42][C:43]=2[O:48][CH2:47][CH2:46]1, predict the reactants needed to synthesize it. The reactants are: ClCCl.C(OC([N:11]([CH2:40][C:41]1[CH:50]=[CH:49][C:44]2[O:45][CH2:46][CH2:47][O:48][C:43]=2[CH:42]=1)[CH:12]1[CH2:17][CH2:16][N:15]([CH2:18][CH2:19][N:20]2[C:29]3[C:24](=[C:25](/[CH:32]=[CH:33]/[C:34]([O:36][CH2:37][CH3:38])=[O:35])[CH:26]=[C:27]([O:30][CH3:31])[CH:28]=3)[CH:23]=[CH:22][C:21]2=[O:39])[CH2:14][CH2:13]1)=O)(C)(C)C.FC(F)(F)C(O)=O.